This data is from Forward reaction prediction with 1.9M reactions from USPTO patents (1976-2016). The task is: Predict the product of the given reaction. (1) Given the reactants [NH2:1][C:2]([C:4]1[C:5]([NH:13][C@@H:14]2[CH2:19][CH2:18][CH2:17][N:16](C(OC(C)(C)C)=O)[CH2:15]2)=[C:6]2[CH:12]=[CH:11][NH:10][C:7]2=[N:8][CH:9]=1)=[O:3].[ClH:27], predict the reaction product. The product is: [ClH:27].[NH:16]1[CH2:17][CH2:18][CH2:19][C@@H:14]([NH:13][C:5]2[C:4]([C:2]([NH2:1])=[O:3])=[CH:9][N:8]=[C:7]3[NH:10][CH:11]=[CH:12][C:6]=23)[CH2:15]1. (2) Given the reactants FC(F)(F)S(O[C:7]1[CH:8]=[C:9]([C:14]2[CH:19]=[CH:18][C:17]([S:20]([CH2:23][CH3:24])(=[O:22])=[O:21])=[CH:16][C:15]=2[C:25]#[N:26])[C:10]([F:13])=[CH:11][CH:12]=1)(=O)=O.C([O-])(=O)C.[K+].[B:34]1([B:34]2[O:38][C:37]([CH3:40])([CH3:39])[C:36]([CH3:42])([CH3:41])[O:35]2)[O:38][C:37]([CH3:40])([CH3:39])[C:36]([CH3:42])([CH3:41])[O:35]1, predict the reaction product. The product is: [CH2:23]([S:20]([C:17]1[CH:16]=[C:15]([C:25]#[N:26])[C:14]([C:9]2[CH:8]=[C:7]([B:34]3[O:38][C:37]([CH3:40])([CH3:39])[C:36]([CH3:42])([CH3:41])[O:35]3)[CH:12]=[CH:11][C:10]=2[F:13])=[CH:19][CH:18]=1)(=[O:22])=[O:21])[CH3:24].